This data is from Full USPTO retrosynthesis dataset with 1.9M reactions from patents (1976-2016). The task is: Predict the reactants needed to synthesize the given product. (1) Given the product [Br:1][C:11]1[CH:10]=[CH:9][C:7]([NH2:8])=[C:6]([O:5][CH2:3][CH3:4])[CH:12]=1, predict the reactants needed to synthesize it. The reactants are: [Br:1]Br.[CH2:3]([O:5][C:6]1[CH:12]=[CH:11][CH:10]=[CH:9][C:7]=1[NH2:8])[CH3:4].[OH-].[K+]. (2) Given the product [Cl:20][C:21]1[CH:26]=[CH:25][C:24]([NH:27][C:28](=[O:29])[NH:1][C:2]2[CH:7]=[CH:6][C:5]([CH2:8][CH2:9][C:10]([N:12]([CH3:14])[CH3:13])=[O:11])=[CH:4][C:3]=2[C:15]2[NH:19][N:18]=[N:17][N:16]=2)=[CH:23][C:22]=1[C:30]([F:31])([F:32])[F:33], predict the reactants needed to synthesize it. The reactants are: [NH2:1][C:2]1[CH:7]=[CH:6][C:5]([CH2:8][CH2:9][C:10]([N:12]([CH3:14])[CH3:13])=[O:11])=[CH:4][C:3]=1[C:15]1[NH:19][N:18]=[N:17][N:16]=1.[Cl:20][C:21]1[CH:26]=[CH:25][C:24]([N:27]=[C:28]=[O:29])=[CH:23][C:22]=1[C:30]([F:33])([F:32])[F:31]. (3) Given the product [Cl:1][C:2]1[C:3]([C:23]2[N:27]3[CH:28]=[CH:29][CH:30]=[CH:31][C:26]3=[N:25][CH:24]=2)=[N:4][C:5]([NH:8][C:9]2[CH:14]=[CH:13][C:12]([N:15]3[CH2:16][CH2:17][N:18]([C:45]([C:42]4([OH:41])[CH2:44][CH2:43]4)=[O:46])[CH2:19][CH2:20]3)=[CH:11][C:10]=2[O:21][CH3:22])=[N:6][CH:7]=1, predict the reactants needed to synthesize it. The reactants are: [Cl:1][C:2]1[C:3]([C:23]2[N:27]3[CH:28]=[CH:29][CH:30]=[CH:31][C:26]3=[N:25][CH:24]=2)=[N:4][C:5]([NH:8][C:9]2[CH:14]=[CH:13][C:12]([N:15]3[CH2:20][CH2:19][NH:18][CH2:17][CH2:16]3)=[CH:11][C:10]=2[O:21][CH3:22])=[N:6][CH:7]=1.C(N(CC)C(C)C)(C)C.[OH:41][C:42]1([C:45](O)=[O:46])[CH2:44][CH2:43]1. (4) Given the product [N:1]1([C:5]2[N:10]=[CH:9][C:8]([NH:11][C:12]([NH:35][CH2:34][C:33]3[C:28]([N:25]4[CH2:26][CH2:27][CH:22]([CH3:21])[CH2:23][CH2:24]4)=[N:29][C:30]([C:36]([F:39])([F:37])[F:38])=[CH:31][CH:32]=3)=[O:20])=[CH:7][CH:6]=2)[CH2:2][CH2:3][CH2:4]1, predict the reactants needed to synthesize it. The reactants are: [N:1]1([C:5]2[N:10]=[CH:9][C:8]([NH:11][C:12](=[O:20])OC3C=CC=CC=3)=[CH:7][CH:6]=2)[CH2:4][CH2:3][CH2:2]1.[CH3:21][CH:22]1[CH2:27][CH2:26][N:25]([C:28]2[C:33]([CH2:34][NH2:35])=[CH:32][CH:31]=[C:30]([C:36]([F:39])([F:38])[F:37])[N:29]=2)[CH2:24][CH2:23]1.C(N(CC)CC)C. (5) Given the product [CH2:1]([O:3][C:4]1[CH:5]=[C:6]([S:10]([C:13]2[S:17][C:16]([NH:18][C:19]3[CH:24]=[C:23]([CH2:25][CH2:26][CH2:27][O:28][CH3:29])[N:22]=[C:21]([CH3:30])[N:20]=3)=[N:15][CH:14]=2)(=[O:12])=[O:11])[CH:7]=[CH:8][CH:9]=1)[CH3:2], predict the reactants needed to synthesize it. The reactants are: [CH2:1]([O:3][C:4]1[CH:5]=[C:6]([S:10]([C:13]2[S:17][C:16]([NH:18][C:19]3[CH:24]=[C:23]([C:25]#[C:26][CH2:27][O:28][CH3:29])[N:22]=[C:21]([CH3:30])[N:20]=3)=[N:15][CH:14]=2)(=[O:12])=[O:11])[CH:7]=[CH:8][CH:9]=1)[CH3:2]. (6) Given the product [NH2:10][C:8]1[C:7]([N+:11]([O-:13])=[O:12])=[CH:6][N:5]=[C:4]([C:3]([OH:14])=[O:2])[CH:9]=1, predict the reactants needed to synthesize it. The reactants are: C[O:2][C:3](=[O:14])[C:4]1[CH:9]=[C:8]([NH2:10])[C:7]([N+:11]([O-:13])=[O:12])=[CH:6][N:5]=1.[OH-].[Na+].Cl. (7) The reactants are: [CH3:1][O:2][C:3]1[CH:10]=[CH:9][C:6]([C:7]#N)=[CH:5][N:4]=1.[OH-:11].[Na+].C[OH:14]. Given the product [CH3:1][O:2][C:3]1[CH:10]=[CH:9][C:6]([C:7]([OH:14])=[O:11])=[CH:5][N:4]=1, predict the reactants needed to synthesize it. (8) Given the product [Cl:1][C:2]1[CH:3]=[C:4]([C:9]2([C:22]([F:23])([F:25])[F:24])[O:13][N:12]=[C:11]([C:14]3[CH:15]=[CH:16][C:17]([CH3:21])=[C:18]([NH:19][C:26](=[O:35])[CH:27]=[CH:28][C:29]4[CH:34]=[CH:33][CH:32]=[CH:31][CH:30]=4)[CH:20]=3)[CH2:10]2)[CH:5]=[C:6]([Cl:8])[CH:7]=1, predict the reactants needed to synthesize it. The reactants are: [Cl:1][C:2]1[CH:3]=[C:4]([C:9]2([C:22]([F:25])([F:24])[F:23])[O:13][N:12]=[C:11]([C:14]3[CH:15]=[CH:16][C:17]([CH3:21])=[C:18]([CH:20]=3)[NH2:19])[CH2:10]2)[CH:5]=[C:6]([Cl:8])[CH:7]=1.[C:26](O)(=[O:35])[CH:27]=[CH:28][C:29]1[CH:34]=[CH:33][CH:32]=[CH:31][CH:30]=1.Cl.C(N(CC)CCCN=C=NCC)C.C(=O)([O-])O.[Na+]. (9) Given the product [CH3:19][CH2:20][CH:13]([N:14]=[C:8]=[N:7][C:1]1[CH:6]=[CH:5][CH:4]=[CH:3][CH:2]=1)[CH2:12][CH2:15][CH2:16][CH2:17][CH3:18], predict the reactants needed to synthesize it. The reactants are: [C:1]1([N:7]=[C:8]=S)[CH:6]=[CH:5][CH:4]=[CH:3][CH:2]=1.C([CH:12]([CH2:15][CH2:16][CH2:17][CH3:18])[CH2:13][NH2:14])C.[CH2:19](N(CC)CC)[CH3:20].II. (10) Given the product [CH2:5]([O:7][C:8]([C:10]1[C:19]([Cl:28])=[CH:18][C:17]2[C:12](=[C:13]([O:21][CH3:22])[CH:14]=[CH:15][CH:16]=2)[CH:11]=1)=[O:9])[CH3:6], predict the reactants needed to synthesize it. The reactants are: N([O-])=O.[Na+].[CH2:5]([O:7][C:8]([C:10]1[C:19](N)=[CH:18][C:17]2[C:12](=[C:13]([O:21][CH3:22])[CH:14]=[CH:15][CH:16]=2)[CH:11]=1)=[O:9])[CH3:6].C([O-])(O)=O.[Na+].[ClH:28].